From a dataset of Full USPTO retrosynthesis dataset with 1.9M reactions from patents (1976-2016). Predict the reactants needed to synthesize the given product. (1) Given the product [C:1]1([C:7]2[CH:8]=[C:9]([C:12]([OH:16])=[O:13])[S:10][CH:11]=2)[CH:2]=[CH:3][CH:4]=[CH:5][CH:6]=1, predict the reactants needed to synthesize it. The reactants are: [C:1]1([C:7]2[CH:8]=[C:9]([CH:12]=[O:13])[S:10][CH:11]=2)[CH:6]=[CH:5][CH:4]=[CH:3][CH:2]=1.S(=O)(=O)([OH:16])N.Cl([O-])=O.[Na+]. (2) Given the product [N:26]([CH:19]([CH3:20])[CH:9]([NH:8][C:6]([O:5][C:1]([CH3:4])([CH3:3])[CH3:2])=[O:7])[CH2:10][O:11][Si:12]([C:15]([CH3:18])([CH3:17])[CH3:16])([CH3:14])[CH3:13])=[N+:27]=[N-:28], predict the reactants needed to synthesize it. The reactants are: [C:1]([O:5][C:6]([NH:8][CH:9]([CH:19](OS(C)(=O)=O)[CH3:20])[CH2:10][O:11][Si:12]([C:15]([CH3:18])([CH3:17])[CH3:16])([CH3:14])[CH3:13])=[O:7])([CH3:4])([CH3:3])[CH3:2].[N-:26]=[N+:27]=[N-:28].[Na+].C1OCCOCCOCCOCCOC1.CCOC(C)=O.